Dataset: Forward reaction prediction with 1.9M reactions from USPTO patents (1976-2016). Task: Predict the product of the given reaction. (1) The product is: [CH:3]([O:6][CH2:7][CH2:8][O:9][CH2:12][C:11]#[CH:10])([CH3:5])[CH3:4]. Given the reactants [H-].[Na+].[CH:3]([O:6][CH2:7][CH2:8][OH:9])([CH3:5])[CH3:4].[CH2:10](Br)[C:11]#[CH:12], predict the reaction product. (2) Given the reactants [O:1]1[CH2:5][CH2:4][CH:3]([C:6]([OH:8])=O)[CH2:2]1.CCN=C=NCCCN(C)C.Cl.O.ON1C2C=CC=CC=2N=N1.[O:32]1[CH2:37][CH2:36][CH:35]([C:38]([C:40]2[S:44][C:43]([NH2:45])=[N:42][C:41]=2[C:46]2[O:47][CH:48]=[CH:49][CH:50]=2)=[O:39])[CH2:34][CH2:33]1.C(=O)([O-])O.[Na+], predict the reaction product. The product is: [O:47]1[CH:48]=[CH:49][CH:50]=[C:46]1[C:41]1[N:42]=[C:43]([NH:45][C:6]([CH:3]2[CH2:4][CH2:5][O:1][CH2:2]2)=[O:8])[S:44][C:40]=1[C:38]([CH:35]1[CH2:36][CH2:37][O:32][CH2:33][CH2:34]1)=[O:39]. (3) The product is: [F:15][C:14]([F:17])([F:16])[C:12]1[CH:11]=[C:10]([C:18]2[CH:23]=[CH:22][C:21]([C:24]([F:27])([F:26])[F:25])=[CH:20][CH:19]=2)[N:9]=[C:8]([C:6]2[CH:5]=[CH:4][N:3]=[C:2]([C:32]3[CH:31]=[N:30][C:29]([NH2:28])=[CH:34][CH:33]=3)[CH:7]=2)[CH:13]=1. Given the reactants Cl[C:2]1[CH:7]=[C:6]([C:8]2[CH:13]=[C:12]([C:14]([F:17])([F:16])[F:15])[CH:11]=[C:10]([C:18]3[CH:23]=[CH:22][C:21]([C:24]([F:27])([F:26])[F:25])=[CH:20][CH:19]=3)[N:9]=2)[CH:5]=[CH:4][N:3]=1.[NH2:28][C:29]1[CH:34]=[CH:33][C:32](B2OC(C)(C)C(C)(C)O2)=[CH:31][N:30]=1, predict the reaction product.